Task: Predict hERG channel inhibition at various concentrations.. Dataset: hERG Central: cardiac toxicity at 1µM, 10µM, and general inhibition The molecule is COc1ccc(-n2cc(-c3ccc(OC(F)F)cc3)[n+]3c2CCCCC3)cc1.[Br-]. Results: hERG_inhib (hERG inhibition (general)): blocker.